From a dataset of Catalyst prediction with 721,799 reactions and 888 catalyst types from USPTO. Predict which catalyst facilitates the given reaction. (1) Reactant: CCN(C(C)C)C(C)C.[CH3:10][O:11][C:12]1[CH:13]=[CH:14][CH:15]=[C:16]2[C:21]=1[O:20][C:19](=[O:22])[C:18]([C:23]([OH:25])=O)=[CH:17]2.CN(C(ON1N=NC2C=CC=NC1=2)=[N+](C)C)C.F[P-](F)(F)(F)(F)F.[CH3:50][O:51][C:52]1[N:57]=[CH:56][C:55]([C:58]2[CH:59]=[C:60]([NH2:64])[CH:61]=[CH:62][CH:63]=2)=[CH:54][CH:53]=1. Product: [CH3:50][O:51][C:52]1[N:57]=[CH:56][C:55]([C:58]2[CH:59]=[C:60]([NH:64][C:23]([C:18]3[C:19](=[O:22])[O:20][C:21]4[C:16]([CH:17]=3)=[CH:15][CH:14]=[CH:13][C:12]=4[O:11][CH3:10])=[O:25])[CH:61]=[CH:62][CH:63]=2)=[CH:54][CH:53]=1. The catalyst class is: 3. (2) Reactant: Cl[C:2]1[C:11]2=[N:12][N:13](CC3C=CC(OC)=CC=3)[CH:14]=[C:10]2[C:9]2[CH:8]=[C:7]([O:24][CH3:25])[CH:6]=[CH:5][C:4]=2[N:3]=1.[NH2:26][C:27]1[CH:32]=[CH:31][C:30]([C:33]([N:35]2[CH2:40][CH2:39][O:38][CH2:37][CH2:36]2)=[O:34])=[CH:29][CH:28]=1.Cl. Product: [CH3:25][O:24][C:7]1[CH:6]=[CH:5][C:4]2[N:3]=[C:2]([NH:26][C:27]3[CH:28]=[CH:29][C:30]([C:33]([N:35]4[CH2:36][CH2:37][O:38][CH2:39][CH2:40]4)=[O:34])=[CH:31][CH:32]=3)[C:11]3=[N:12][NH:13][CH:14]=[C:10]3[C:9]=2[CH:8]=1. The catalyst class is: 71. (3) Reactant: [F:1][C:2]1[C:18]([C:19]#[C:20][C:21]([OH:36])([C:23]2[N:24](COCC[Si](C)(C)C)[CH:25]=[CH:26][N:27]=2)[CH3:22])=[CH:17][C:5]2[C:6]3[N:7]([CH:11]=[C:12]([C:14]([NH2:16])=[O:15])[N:13]=3)[CH2:8][CH2:9][O:10][C:4]=2[CH:3]=1.C(O)(C(F)(F)F)=O.C(=O)([O-])[O-].[K+].[K+]. Product: [F:1][C:2]1[C:18]([C:19]#[C:20][C:21]([OH:36])([C:23]2[NH:27][CH:26]=[CH:25][N:24]=2)[CH3:22])=[CH:17][C:5]2[C:6]3[N:7]([CH:11]=[C:12]([C:14]([NH2:16])=[O:15])[N:13]=3)[CH2:8][CH2:9][O:10][C:4]=2[CH:3]=1. The catalyst class is: 4. (4) Reactant: [NH2:1][C:2]1[CH:7]=[CH:6][C:5]([CH2:8][CH2:9][C:10]([OH:12])=[O:11])=[CH:4][CH:3]=1.C([O-])([O-])=O.[K+].[K+].Br[CH2:20][C:21]1[CH:22]=[C:23]([C:27]([C:29]2[CH:34]=[CH:33][CH:32]=[CH:31][CH:30]=2)=[O:28])[CH:24]=[CH:25][CH:26]=1. Product: [C:27]([C:23]1[CH:22]=[C:21]([CH:26]=[CH:25][CH:24]=1)[CH2:20][NH:1][C:2]1[CH:3]=[CH:4][C:5]([CH2:8][CH2:9][C:10]([OH:12])=[O:11])=[CH:6][CH:7]=1)(=[O:28])[C:29]1[CH:30]=[CH:31][CH:32]=[CH:33][CH:34]=1. The catalyst class is: 3. (5) The catalyst class is: 86. Product: [N:11]([C:4]1[C:5]([NH2:10])=[N:6][C:7]([NH2:9])=[N:8][C:3]=1[O:2][CH3:1])=[O:12]. Reactant: [CH3:1][O:2][C:3]1[N:8]=[C:7]([NH2:9])[N:6]=[C:5]([NH2:10])[CH:4]=1.[N:11]([O-])=[O:12].[Na+]. (6) Reactant: C(O)(=O)C.[CH:5]1([O:10][C:11]2[CH:12]=[C:13]([CH:16]=[CH:17][C:18]=2[O:19][CH3:20])[CH:14]=O)[CH2:9][CH2:8][CH2:7][CH2:6]1.[Br:21][C:22]1[CH:23]=[C:24]([NH2:28])[CH:25]=[N:26][CH:27]=1.C(O[BH-](OC(=O)C)OC(=O)C)(=O)C.[Na+]. Product: [Br:21][C:22]1[CH:23]=[C:24]([NH:28][CH2:14][C:13]2[CH:16]=[CH:17][C:18]([O:19][CH3:20])=[C:11]([O:10][CH:5]3[CH2:9][CH2:8][CH2:7][CH2:6]3)[CH:12]=2)[CH:25]=[N:26][CH:27]=1. The catalyst class is: 26. (7) Reactant: [OH-].[K+].C[O:4][C:5]([CH:7]1[CH2:16][C:15]2[C:10](=[CH:11][C:12]([O:17][CH3:18])=[CH:13][CH:14]=2)[CH2:9][S:8]1)=[O:6].Cl. Product: [CH3:18][O:17][C:12]1[CH:11]=[C:10]2[C:15]([CH2:16][CH:7]([C:5]([OH:6])=[O:4])[S:8][CH2:9]2)=[CH:14][CH:13]=1. The catalyst class is: 24. (8) Reactant: C([O:3][C:4]([C:6]1[N:7]([CH3:19])[N:8]=[N:9][C:10]=1[C:11]1[CH:16]=[CH:15][C:14]([Br:17])=[CH:13][C:12]=1[F:18])=[O:5])C.[Li+].[OH-]. Product: [Br:17][C:14]1[CH:15]=[CH:16][C:11]([C:10]2[N:9]=[N:8][N:7]([CH3:19])[C:6]=2[C:4]([OH:5])=[O:3])=[C:12]([F:18])[CH:13]=1. The catalyst class is: 7. (9) Reactant: [C:1]([O:4][C@@H:5]1[CH2:21][C@H:20]2[C@@:8]([CH3:31])([C@@H:9]3[C@@H:17]([C@@H:18]([OH:23])[C@@H:19]2[OH:22])[C@H:16]2[C@@:12]([CH3:30])([C@@:13]([C:25]4[O:26][CH:27]=[CH:28][CH:29]=4)([OH:24])[CH2:14][CH2:15]2)[CH2:11][CH2:10]3)[CH2:7][CH2:6]1)(=[O:3])[CH3:2].C1COCC1.O.[BH4-].[Na+]. Product: [C:1]([O:4][C@H:5]1[CH2:6][CH2:7][C@@:8]([C@H:9]2[CH2:10][CH2:11][C@@:12]3([CH3:30])[C@@H:16]([CH2:15][CH2:14][C@:13]3([C:25]3[O:26][CH:27]=[CH:28][CH:29]=3)[OH:24])[C@@H:17]2[CH2:18][OH:23])([CH3:31])[C@@H:20]([CH2:19][OH:22])[CH2:21]1)(=[O:3])[CH3:2]. The catalyst class is: 21.